This data is from Catalyst prediction with 721,799 reactions and 888 catalyst types from USPTO. The task is: Predict which catalyst facilitates the given reaction. (1) Reactant: [N:1]1[C:10]2[C:5](=[CH:6][CH:7]=[CH:8][CH:9]=2)[CH:4]=[CH:3][C:2]=1[CH2:11][O:12][C:13]1[CH:18]=[CH:17][C:16]([CH2:19][C:20]([OH:22])=[O:21])=[CH:15][CH:14]=1.Br.Br[CH2:25][C:26]([C:28]1[CH:33]=[CH:32][N:31]=[CH:30][CH:29]=1)=O.C1CCN2C(=NCCC2)CC1. Product: [N:31]1[CH:32]=[CH:33][C:28]([C:26]2[CH2:25][O:21][C:20](=[O:22])[C:19]=2[C:16]2[CH:15]=[CH:14][C:13]([O:12][CH2:11][C:2]3[CH:3]=[CH:4][C:5]4[C:10](=[CH:9][CH:8]=[CH:7][CH:6]=4)[N:1]=3)=[CH:18][CH:17]=2)=[CH:29][CH:30]=1. The catalyst class is: 10. (2) Reactant: Cl[C:2]1[N:7]=[C:6]([CH2:8][N:9]2[CH2:13][CH2:12][CH2:11][S:10]2(=[O:15])=[O:14])[CH:5]=[CH:4][N:3]=1.Cl.[NH2:17][C@H:18]([C:20]1[C:21](=[O:31])[NH:22][C:23]2[C:28]([CH:29]=1)=[CH:27][C:26]([Cl:30])=[CH:25][CH:24]=2)[CH3:19].CCN(C(C)C)C(C)C.O. Product: [Cl:30][C:26]1[CH:27]=[C:28]2[C:23](=[CH:24][CH:25]=1)[NH:22][C:21](=[O:31])[C:20]([C@@H:18]([NH:17][C:2]1[N:7]=[C:6]([CH2:8][N:9]3[CH2:13][CH2:12][CH2:11][S:10]3(=[O:15])=[O:14])[CH:5]=[CH:4][N:3]=1)[CH3:19])=[CH:29]2. The catalyst class is: 16. (3) Reactant: [F:1][C:2]1[CH:3]=[C:4]([OH:8])[CH:5]=[CH:6][CH:7]=1.Br[C:10]([F:17])([F:16])[C:11]([O:13][CH2:14][CH3:15])=[O:12].C([O-])([O-])=O.[K+].[K+]. Product: [F:16][C:10]([F:17])([O:8][C:4]1[CH:5]=[CH:6][CH:7]=[C:2]([F:1])[CH:3]=1)[C:11]([O:13][CH2:14][CH3:15])=[O:12]. The catalyst class is: 5. (4) Reactant: Br[C:2]1[CH:3]=[CH:4][C:5]([CH3:9])=[C:6]([OH:8])[CH:7]=1.C([Li])CCC.[CH3:15][Si:16](Cl)([CH3:18])[CH3:17].O. Product: [CH3:9][C:5]1[CH:4]=[CH:3][C:2]([Si:16]([CH3:18])([CH3:17])[CH3:15])=[CH:7][C:6]=1[O:8][Si:16]([CH3:18])([CH3:17])[CH3:15]. The catalyst class is: 1. (5) Reactant: [C:1]([C:3]1[CH:8]=[CH:7][C:6]([C:9]2[CH:10]=[C:11]([O:24]C)[C:12]([O:22]C)=[N:13][C:14]=2[C:15]2[CH:20]=[CH:19][C:18]([F:21])=[CH:17][CH:16]=2)=[CH:5][CH:4]=1)#[N:2].B(Br)(Br)Br. Product: [C:1]([C:3]1[CH:8]=[CH:7][C:6]([C:9]2[CH:10]=[C:11]([OH:24])[C:12](=[O:22])[NH:13][C:14]=2[C:15]2[CH:20]=[CH:19][C:18]([F:21])=[CH:17][CH:16]=2)=[CH:5][CH:4]=1)#[N:2]. The catalyst class is: 2.